This data is from Forward reaction prediction with 1.9M reactions from USPTO patents (1976-2016). The task is: Predict the product of the given reaction. (1) Given the reactants Br[C:2]1[S:3][C:4]2[CH:10]=[CH:9][C:8]([O:11][CH3:12])=[CH:7][C:5]=2[N:6]=1.[Br:13][C:14]1[CH:20]=[CH:19][C:17]([NH2:18])=[CH:16][CH:15]=1.[CH:21]([N:24](C(C)C)CC)(C)[CH3:22].[CH3:30][N:31]1[C:35](=[O:36])[CH2:34][CH2:33]C1, predict the reaction product. The product is: [Br:13][C:14]1[CH:20]=[CH:19][C:17]([NH:18][C:2]2[S:3][C:4]3[CH:10]=[CH:9][C:8]([O:11][C:12]4[CH:22]=[CH:21][N:24]=[C:34]([C:35]([NH:31][CH3:30])=[O:36])[CH:33]=4)=[CH:7][C:5]=3[N:6]=2)=[CH:16][CH:15]=1. (2) Given the reactants [NH2:1][C:2]1[N:7]=[CH:6][N:5]=[C:4]([NH:8][C@H:9]([C:11]2[N:16]([C:17]3[CH:22]=[CH:21][CH:20]=[CH:19][CH:18]=3)[C:15](=[O:23])[C:14]3=[C:24]([CH3:27])[CH:25]=[CH:26][N:13]3[N:12]=2)[CH3:10])[C:3]=1[S:28][C:29]1[CH:34]=[CH:33][C:32]([O:35]C)=[C:31]([F:37])[CH:30]=1.B(Br)(Br)Br, predict the reaction product. The product is: [NH2:1][C:2]1[N:7]=[CH:6][N:5]=[C:4]([NH:8][C@H:9]([C:11]2[N:16]([C:17]3[CH:22]=[CH:21][CH:20]=[CH:19][CH:18]=3)[C:15](=[O:23])[C:14]3=[C:24]([CH3:27])[CH:25]=[CH:26][N:13]3[N:12]=2)[CH3:10])[C:3]=1[S:28][C:29]1[CH:34]=[CH:33][C:32]([OH:35])=[C:31]([F:37])[CH:30]=1. (3) Given the reactants [C:1]1([CH:8]=[CH:7][C:5]([OH:6])=[CH:4][CH:3]=1)[OH:2].CCN(CC)CC.[S:16](Cl)([CH3:19])(=[O:18])=[O:17], predict the reaction product. The product is: [CH3:19][S:16]([O:2][C:1]1[CH:8]=[CH:7][C:5]([OH:6])=[CH:4][CH:3]=1)(=[O:18])=[O:17]. (4) Given the reactants [CH2:1]([C@H:8]([NH2:26])[C:9]([N:11]1[CH2:16][CH2:15][CH:14]([O:17][C:18]2[CH:23]=[CH:22][C:21]([F:24])=[C:20]([F:25])[CH:19]=2)[CH2:13][CH2:12]1)=O)[C:2]1[CH:7]=[CH:6][CH:5]=[CH:4][CH:3]=1.B, predict the reaction product. The product is: [CH2:1]([C@H:8]([NH2:26])[CH2:9][N:11]1[CH2:12][CH2:13][CH:14]([O:17][C:18]2[CH:23]=[CH:22][C:21]([F:24])=[C:20]([F:25])[CH:19]=2)[CH2:15][CH2:16]1)[C:2]1[CH:3]=[CH:4][CH:5]=[CH:6][CH:7]=1. (5) Given the reactants [Cl:1][C:2]1[C:10]2[C:9](=[O:11])[NH:8][N:7]=[CH:6][C:5]=2[N:4](COCC[Si](C)(C)C)[C:3]=1[C:20]1[CH:25]=[CH:24][C:23]([O:26][CH3:27])=[C:22]([O:28][CH:29]2[CH2:32][CH2:31][CH2:30]2)[CH:21]=1.ClC1C2C(=O)NN=CC=2N(COCC[Si](C)(C)C)C=1C1C=CC(OC(F)F)=C(OC2CCC2)C=1, predict the reaction product. The product is: [Cl:1][C:2]1[C:10]2[C:9](=[O:11])[NH:8][N:7]=[CH:6][C:5]=2[NH:4][C:3]=1[C:20]1[CH:25]=[CH:24][C:23]([O:26][CH3:27])=[C:22]([O:28][CH:29]2[CH2:30][CH2:31][CH2:32]2)[CH:21]=1. (6) The product is: [F:2][C:3]1[N:4]=[CH:5][C:6]([CH:10]([OH:12])[CH3:11])=[C:7]([I:9])[CH:8]=1. Given the reactants Cl.[F:2][C:3]1[CH:8]=[C:7]([I:9])[C:6]([CH:10]([O:12]COC)[CH3:11])=[CH:5][N:4]=1.C(Cl)(Cl)Cl, predict the reaction product.